Dataset: Rat liver microsome stability data. Task: Regression/Classification. Given a drug SMILES string, predict its absorption, distribution, metabolism, or excretion properties. Task type varies by dataset: regression for continuous measurements (e.g., permeability, clearance, half-life) or binary classification for categorical outcomes (e.g., BBB penetration, CYP inhibition). Dataset: rlm. (1) The drug is Cc1cccc(S(=O)(=O)[C@@]23CCN(C(=O)[C@H]4CC[C@H](C(=O)O)CC4)[C@@H]2CCc2cc(C(F)(C(F)(F)F)C(F)(F)F)ccc23)c1. The result is 1 (stable in rat liver microsomes). (2) The drug is C#Cc1ccc(Nc2c(F)c(=O)n(C)c3ncn(C[C@@H](O)CO)c(=O)c23)c(F)c1. The result is 0 (unstable in rat liver microsomes). (3) The molecule is Cc1ccc(-n2ncc3c(NCCCn4ccnc4)ncnc32)cc1Cl. The result is 1 (stable in rat liver microsomes). (4) The drug is CCOc1cc2occ(-c3nc(C)cs3)c(=O)c2cc1CC. The result is 1 (stable in rat liver microsomes). (5) The drug is O=C(Nc1ccc(S(=O)(=O)N2CCN(Cc3ccccc3)CC2)cc1)c1cnccn1. The result is 1 (stable in rat liver microsomes). (6) The molecule is O=S(=O)(c1cccc(F)c1)c1ccc2c3c(oc2c1)C1(CCOCC1)NCC3. The result is 1 (stable in rat liver microsomes). (7) The molecule is O=C(NCCN1CCOCC1)C1CC(=O)N(c2[nH]nc3cc(Br)ccc23)C1. The result is 0 (unstable in rat liver microsomes).